This data is from Reaction yield outcomes from USPTO patents with 853,638 reactions. The task is: Predict the reaction yield, written as a fraction of the theoretical maximum amount of product (1.0 means a 100% yield; for example, 0.34 means a 34% yield). (1) The reactants are I[C:2]1[N:10]=[CH:9][C:8]2[NH:7][C:6]3[N:11]=[CH:12][C:13]([C:15]4[CH:20]=[CH:19][C:18]([CH2:21][N:22]5[CH2:27][CH2:26][CH2:25][CH2:24][CH2:23]5)=[CH:17][CH:16]=4)=[CH:14][C:5]=3[C:4]=2[CH:3]=1.[CH3:28][N:29]1[C:33]([Sn](C)(C)C)=[CH:32][N:31]=[N:30]1.C(N(CC)C(C)C)(C)C. The catalyst is O1CCOCC1.C(Cl)Cl.CO.Cl[Pd](Cl)([P](C1C=CC=CC=1)(C1C=CC=CC=1)C1C=CC=CC=1)[P](C1C=CC=CC=1)(C1C=CC=CC=1)C1C=CC=CC=1. The product is [CH3:28][N:29]1[C:33]([C:2]2[N:10]=[CH:9][C:8]3[NH:7][C:6]4[N:11]=[CH:12][C:13]([C:15]5[CH:16]=[CH:17][C:18]([CH2:21][N:22]6[CH2:27][CH2:26][CH2:25][CH2:24][CH2:23]6)=[CH:19][CH:20]=5)=[CH:14][C:5]=4[C:4]=3[CH:3]=2)=[CH:32][N:31]=[N:30]1. The yield is 0.200. (2) The reactants are [Cl:1][C:2]1[CH:7]=[CH:6][C:5]([S:8][CH2:9][CH2:10][C:11]([N:13]([CH2:15][CH3:16])[CH3:14])=[O:12])=[C:4]([NH:17][S:18]([C:21]2[CH:26]=[CH:25][C:24]([Cl:27])=[CH:23][C:22]=2[F:28])(=[O:20])=[O:19])[CH:3]=1.C1C=C(Cl)C=C(C(OO)=[O:37])C=1. The catalyst is C(Cl)Cl. The product is [Cl:1][C:2]1[CH:7]=[CH:6][C:5]([S:8]([CH2:9][CH2:10][C:11]([N:13]([CH2:15][CH3:16])[CH3:14])=[O:12])=[O:37])=[C:4]([NH:17][S:18]([C:21]2[CH:26]=[CH:25][C:24]([Cl:27])=[CH:23][C:22]=2[F:28])(=[O:20])=[O:19])[CH:3]=1. The yield is 0.430. (3) The reactants are [F:1][C:2]1[CH:9]=[CH:8][CH:7]=[CH:6][C:3]=1[CH2:4]Cl.[OH:10][C:11]1[CH:18]=[CH:17][C:14]([CH:15]=[O:16])=[CH:13][CH:12]=1.[OH-].[Na+]. The yield is 0.900. The catalyst is C(O)C. The product is [F:1][C:2]1[CH:9]=[CH:8][CH:7]=[CH:6][C:3]=1[CH2:4][O:10][C:11]1[CH:18]=[CH:17][C:14]([CH:15]=[O:16])=[CH:13][CH:12]=1. (4) The reactants are [NH2:1][C:2]1[N:6]([CH3:7])[C:5](=[O:8])[C:4]([C:15]2[CH:20]=[CH:19][CH:18]=[C:17](Br)[CH:16]=2)([C:9]2[CH:14]=[CH:13][CH:12]=[CH:11][CH:10]=2)[N:3]=1.CC1(C)C(C)(C)OB([C:30]2[CH:31]=[C:32]([OH:36])[CH:33]=[CH:34][CH:35]=2)O1. No catalyst specified. The product is [NH2:1][C:2]1[N:6]([CH3:7])[C:5](=[O:8])[C:4]([C:15]2[CH:16]=[C:17]([C:30]3[CH:35]=[CH:34][CH:33]=[C:32]([OH:36])[CH:31]=3)[CH:18]=[CH:19][CH:20]=2)([C:9]2[CH:14]=[CH:13][CH:12]=[CH:11][CH:10]=2)[N:3]=1. The yield is 0.190.